From a dataset of Peptide-MHC class I binding affinity with 185,985 pairs from IEDB/IMGT. Regression. Given a peptide amino acid sequence and an MHC pseudo amino acid sequence, predict their binding affinity value. This is MHC class I binding data. (1) The peptide sequence is EMVDVSMMSM. The MHC is HLA-A02:06 with pseudo-sequence HLA-A02:06. The binding affinity (normalized) is 0.303. (2) The peptide sequence is QMAGVEVRYI. The MHC is HLA-A68:02 with pseudo-sequence HLA-A68:02. The binding affinity (normalized) is 0.539. (3) The peptide sequence is IVMLHTTER. The MHC is HLA-A33:01 with pseudo-sequence HLA-A33:01. The binding affinity (normalized) is 0.757. (4) The peptide sequence is FVMPIFEQI. The MHC is HLA-B39:01 with pseudo-sequence HLA-B39:01. The binding affinity (normalized) is 0.0847. (5) The peptide sequence is YLFDNYAYGW. The MHC is Mamu-B17 with pseudo-sequence Mamu-B17. The binding affinity (normalized) is 0.313. (6) The peptide sequence is DTAKPTSVY. The MHC is HLA-B15:09 with pseudo-sequence HLA-B15:09. The binding affinity (normalized) is 0.0847. (7) The peptide sequence is SGYDSLDGV. The MHC is H-2-Db with pseudo-sequence H-2-Db. The binding affinity (normalized) is 0. (8) The binding affinity (normalized) is 0.0847. The MHC is HLA-A26:01 with pseudo-sequence HLA-A26:01. The peptide sequence is GQMYNMNTL. (9) The MHC is HLA-B44:02 with pseudo-sequence HLA-B44:02. The peptide sequence is EETFKLSYGI. The binding affinity (normalized) is 0.600. (10) The peptide sequence is LPADPASVL. The MHC is HLA-B08:01 with pseudo-sequence HLA-B08:01. The binding affinity (normalized) is 0.0847.